Dataset: NCI-60 drug combinations with 297,098 pairs across 59 cell lines. Task: Regression. Given two drug SMILES strings and cell line genomic features, predict the synergy score measuring deviation from expected non-interaction effect. (1) Drug 1: CN1CCC(CC1)COC2=C(C=C3C(=C2)N=CN=C3NC4=C(C=C(C=C4)Br)F)OC. Drug 2: CC1=C(C=C(C=C1)NC2=NC=CC(=N2)N(C)C3=CC4=NN(C(=C4C=C3)C)C)S(=O)(=O)N.Cl. Cell line: SF-268. Synergy scores: CSS=1.78, Synergy_ZIP=2.64, Synergy_Bliss=11.4, Synergy_Loewe=7.00, Synergy_HSA=7.04. (2) Drug 1: CN1C(=O)N2C=NC(=C2N=N1)C(=O)N. Drug 2: CCCCC(=O)OCC(=O)C1(CC(C2=C(C1)C(=C3C(=C2O)C(=O)C4=C(C3=O)C=CC=C4OC)O)OC5CC(C(C(O5)C)O)NC(=O)C(F)(F)F)O. Cell line: MOLT-4. Synergy scores: CSS=86.5, Synergy_ZIP=11.2, Synergy_Bliss=8.66, Synergy_Loewe=-18.8, Synergy_HSA=5.99. (3) Drug 1: C1CCN(CC1)CCOC2=CC=C(C=C2)C(=O)C3=C(SC4=C3C=CC(=C4)O)C5=CC=C(C=C5)O. Drug 2: CCCS(=O)(=O)NC1=C(C(=C(C=C1)F)C(=O)C2=CNC3=C2C=C(C=N3)C4=CC=C(C=C4)Cl)F. Cell line: MDA-MB-231. Synergy scores: CSS=17.9, Synergy_ZIP=4.76, Synergy_Bliss=-3.05, Synergy_Loewe=-7.75, Synergy_HSA=-4.90. (4) Drug 1: CC12CCC3C(C1CCC2O)C(CC4=C3C=CC(=C4)O)CCCCCCCCCS(=O)CCCC(C(F)(F)F)(F)F. Drug 2: CC1=C(C(=O)C2=C(C1=O)N3CC4C(C3(C2COC(=O)N)OC)N4)N. Cell line: CAKI-1. Synergy scores: CSS=41.0, Synergy_ZIP=1.29, Synergy_Bliss=-0.132, Synergy_Loewe=-41.0, Synergy_HSA=-2.04. (5) Drug 1: C1=NC2=C(N1)C(=S)N=CN2. Drug 2: C(CN)CNCCSP(=O)(O)O. Cell line: EKVX. Synergy scores: CSS=6.51, Synergy_ZIP=-0.349, Synergy_Bliss=0.563, Synergy_Loewe=3.73, Synergy_HSA=0.129. (6) Drug 1: CCC1=C2CN3C(=CC4=C(C3=O)COC(=O)C4(CC)O)C2=NC5=C1C=C(C=C5)O. Drug 2: C1C(C(OC1N2C=NC(=NC2=O)N)CO)O. Cell line: IGROV1. Synergy scores: CSS=11.5, Synergy_ZIP=-2.01, Synergy_Bliss=1.57, Synergy_Loewe=-7.90, Synergy_HSA=0.838. (7) Drug 2: CS(=O)(=O)CCNCC1=CC=C(O1)C2=CC3=C(C=C2)N=CN=C3NC4=CC(=C(C=C4)OCC5=CC(=CC=C5)F)Cl. Cell line: OVCAR3. Drug 1: CC1C(C(CC(O1)OC2CC(CC3=C2C(=C4C(=C3O)C(=O)C5=C(C4=O)C(=CC=C5)OC)O)(C(=O)C)O)N)O.Cl. Synergy scores: CSS=18.5, Synergy_ZIP=-7.14, Synergy_Bliss=-1.54, Synergy_Loewe=-10.1, Synergy_HSA=-2.50. (8) Drug 1: CC1=C2C(C(=O)C3(C(CC4C(C3C(C(C2(C)C)(CC1OC(=O)C(C(C5=CC=CC=C5)NC(=O)OC(C)(C)C)O)O)OC(=O)C6=CC=CC=C6)(CO4)OC(=O)C)O)C)O. Cell line: SK-MEL-5. Synergy scores: CSS=7.20, Synergy_ZIP=-5.20, Synergy_Bliss=-2.48, Synergy_Loewe=-25.7, Synergy_HSA=-4.10. Drug 2: CN(C(=O)NC(C=O)C(C(C(CO)O)O)O)N=O. (9) Synergy scores: CSS=29.6, Synergy_ZIP=0.619, Synergy_Bliss=2.08, Synergy_Loewe=-24.8, Synergy_HSA=3.29. Cell line: RPMI-8226. Drug 1: C1C(C(OC1N2C=C(C(=O)NC2=O)F)CO)O. Drug 2: CS(=O)(=O)OCCCCOS(=O)(=O)C. (10) Drug 1: CC1CCC2CC(C(=CC=CC=CC(CC(C(=O)C(C(C(=CC(C(=O)CC(OC(=O)C3CCCCN3C(=O)C(=O)C1(O2)O)C(C)CC4CCC(C(C4)OC)O)C)C)O)OC)C)C)C)OC. Drug 2: B(C(CC(C)C)NC(=O)C(CC1=CC=CC=C1)NC(=O)C2=NC=CN=C2)(O)O. Cell line: MALME-3M. Synergy scores: CSS=62.6, Synergy_ZIP=-2.84, Synergy_Bliss=0.545, Synergy_Loewe=0.776, Synergy_HSA=0.525.